From a dataset of Forward reaction prediction with 1.9M reactions from USPTO patents (1976-2016). Predict the product of the given reaction. Given the reactants [Cl:1][C:2]1[CH:3]=[C:4]([CH2:9][CH2:10][C:11]([OH:13])=O)[CH:5]=[CH:6][C:7]=1[Cl:8].O.O[N:16]1C2C=CC=CC=2N=N1.Cl.CN(C)CCCN=C=NCC.[CH3:37][C:38]1([C:44]2[CH:45]=[C:46]([NH:50][S:51]([CH3:54])(=[O:53])=[O:52])[CH:47]=[CH:48][CH:49]=2)[CH:43]2[CH:39]1[CH2:40][NH:41][CH2:42]2.C(N(CC)CC)C, predict the reaction product. The product is: [NH3:16].[Cl:1][C:2]1[CH:3]=[C:4]([CH2:9][CH2:10][C:11]([N:41]2[CH2:42][CH:43]3[CH:39]([C:38]3([C:44]3[CH:45]=[C:46]([NH:50][S:51]([CH3:54])(=[O:53])=[O:52])[CH:47]=[CH:48][CH:49]=3)[CH3:37])[CH2:40]2)=[O:13])[CH:5]=[CH:6][C:7]=1[Cl:8].